From a dataset of Catalyst prediction with 721,799 reactions and 888 catalyst types from USPTO. Predict which catalyst facilitates the given reaction. (1) Reactant: [Cl:1][C:2]1[CH:7]=[CH:6][C:5]([NH2:8])=[C:4]([N+:9]([O-:11])=[O:10])[CH:3]=1.[O:12]=[S:13]1(=[O:19])[CH2:17][CH2:16][C@H:15](N)[CH2:14]1.C([O-])([O-])=O.[K+].[K+].CCN(CC)CC. Product: [Cl:1][C:2]1[CH:7]=[CH:6][C:5]([NH:8][C@H:15]2[CH2:16][CH2:17][S:13](=[O:19])(=[O:12])[CH2:14]2)=[C:4]([N+:9]([O-:11])=[O:10])[CH:3]=1. The catalyst class is: 18. (2) Reactant: Cl.[F:2][C:3]1[CH:8]=[CH:7][CH:6]=[CH:5][C:4]=1[C@H:9]([NH2:11])[CH3:10].[I:12][C:13]1[C:21]2[C:16](=[CH:17][CH:18]=[C:19]([C:22](O)=[O:23])[CH:20]=2)[NH:15][N:14]=1.CN(C(ON1N=NC2C=CC=CC1=2)=[N+](C)C)C.[B-](F)(F)(F)F.CCN(C(C)C)C(C)C. Product: [F:2][C:3]1[CH:8]=[CH:7][CH:6]=[CH:5][C:4]=1[C@H:9]([NH:11][C:22]([C:19]1[CH:20]=[C:21]2[C:16](=[CH:17][CH:18]=1)[NH:15][N:14]=[C:13]2[I:12])=[O:23])[CH3:10]. The catalyst class is: 3. (3) Product: [F:33][C:3]1[CH:4]=[C:5]([C:8]([N:10]2[CH2:11][CH2:12][N:13]([CH2:16][C:17]3[CH:22]=[CH:21][C:20]([C:23]([OH:32])([C:24]([F:25])([F:26])[F:27])[C:28]([F:30])([F:31])[F:29])=[CH:19][CH:18]=3)[CH2:14][CH2:15]2)=[O:9])[CH:6]=[CH:7][C:2]=1[NH:1][C:34](=[O:45])[O:35][CH2:36][CH:41]1[CH2:39][CH2:40]1. The catalyst class is: 4. Reactant: [NH2:1][C:2]1[CH:7]=[CH:6][C:5]([C:8]([N:10]2[CH2:15][CH2:14][N:13]([CH2:16][C:17]3[CH:22]=[CH:21][C:20]([C:23]([OH:32])([C:28]([F:31])([F:30])[F:29])[C:24]([F:27])([F:26])[F:25])=[CH:19][CH:18]=3)[CH2:12][CH2:11]2)=[O:9])=[CH:4][C:3]=1[F:33].[C:34](Cl)(=[O:45])[O:35][C:36]1[CH:41]=[CH:40][C:39]([N+]([O-])=O)=CC=1.C1(CO)CC1. (4) Reactant: [Cl:1][C:2]1[CH:10]=[C:9]2[C:5]([C:6]([C:17]([N:19]3[CH2:24][CH2:23][N:22]([C:25]4[CH:30]=[CH:29][CH:28]=[CH:27][C:26]=4[F:31])[CH2:21][CH2:20]3)=[O:18])=[CH:7][N:8]2[CH2:11][CH2:12][NH:13][C:14](=[O:16])[CH3:15])=[CH:4][CH:3]=1.[H-].[Na+].[CH3:34]I. Product: [Cl:1][C:2]1[CH:10]=[C:9]2[C:5]([C:6]([C:17]([N:19]3[CH2:24][CH2:23][N:22]([C:25]4[CH:30]=[CH:29][CH:28]=[CH:27][C:26]=4[F:31])[CH2:21][CH2:20]3)=[O:18])=[CH:7][N:8]2[CH2:11][CH2:12][N:13]([CH3:34])[C:14](=[O:16])[CH3:15])=[CH:4][CH:3]=1. The catalyst class is: 3.